From a dataset of Retrosynthesis with 50K atom-mapped reactions and 10 reaction types from USPTO. Predict the reactants needed to synthesize the given product. Given the product CC(=O)NCCc1cccc(N)c1, predict the reactants needed to synthesize it. The reactants are: CC(=O)NCCc1cccc([N+](=O)[O-])c1.